From a dataset of Peptide-MHC class I binding affinity with 185,985 pairs from IEDB/IMGT. Regression. Given a peptide amino acid sequence and an MHC pseudo amino acid sequence, predict their binding affinity value. This is MHC class I binding data. The peptide sequence is ATSTGNYNY. The MHC is HLA-A23:01 with pseudo-sequence HLA-A23:01. The binding affinity (normalized) is 0.